Dataset: Forward reaction prediction with 1.9M reactions from USPTO patents (1976-2016). Task: Predict the product of the given reaction. (1) Given the reactants [Br:1]Br.[OH:3][C:4]1[CH:5]=[C:6]2[C:11](=[CH:12][CH:13]=1)[CH:10]=[C:9]([CH2:14][NH:15][C:16]([C:18]1[C:22]3[CH:23]=[CH:24][CH:25]=[CH:26][C:21]=3[O:20][C:19]=1[CH2:27][CH2:28][CH2:29][CH3:30])=[O:17])[CH:8]=[CH:7]2, predict the reaction product. The product is: [Br:1][C:5]1[C:4]([OH:3])=[CH:13][CH:12]=[C:11]2[C:6]=1[CH:7]=[CH:8][C:9]([CH2:14][NH:15][C:16]([C:18]1[C:22]3[CH:23]=[CH:24][CH:25]=[CH:26][C:21]=3[O:20][C:19]=1[CH2:27][CH2:28][CH2:29][CH3:30])=[O:17])=[CH:10]2. (2) Given the reactants Br[C:2]1[S:6][C:5]([NH:7][C:8](=[O:22])[N:9]([CH:16]2[CH2:21][CH2:20][CH2:19][CH2:18][CH2:17]2)[CH:10]2[CH2:15][CH2:14][CH2:13][CH2:12][CH2:11]2)=[N:4][CH:3]=1.[SH:23][C:24]1[N:25]([CH3:29])[CH:26]=[CH:27][N:28]=1, predict the reaction product. The product is: [CH:10]1([N:9]([CH:16]2[CH2:21][CH2:20][CH2:19][CH2:18][CH2:17]2)[C:8]([NH:7][C:5]2[S:6][C:2]([S:23][C:24]3[N:25]([CH3:29])[CH:26]=[CH:27][N:28]=3)=[CH:3][N:4]=2)=[O:22])[CH2:15][CH2:14][CH2:13][CH2:12][CH2:11]1. (3) Given the reactants [F:1][C:2]([F:12])([F:11])[O:3][C:4]1[CH:5]=[C:6]([OH:10])[CH:7]=[CH:8][CH:9]=1.[H-].[Na+].Cl[C:16]1[N:20]([CH2:21][C:22]2[CH:27]=[CH:26][C:25]([O:28][CH3:29])=[CH:24][CH:23]=2)[N:19]=[N:18][C:17]=1[C:30]([O:32][CH2:33][CH3:34])=[O:31], predict the reaction product. The product is: [CH2:33]([O:32][C:30]([C:17]1[N:18]=[N:19][N:20]([CH2:21][C:22]2[CH:23]=[CH:24][C:25]([O:28][CH3:29])=[CH:26][CH:27]=2)[C:16]=1[O:10][C:6]1[CH:7]=[CH:8][CH:9]=[C:4]([O:3][C:2]([F:11])([F:12])[F:1])[CH:5]=1)=[O:31])[CH3:34]. (4) The product is: [CH:12]12[CH2:11][CH2:10][CH:9]([CH2:8][NH:7][CH2:6]1)[C:18]1[C:13]2=[CH:14][C:4]([NH2:1])=[CH:5][CH:17]=1. Given the reactants [N+:1]([C:4]1[CH:14]=[CH:13][C:12]2[CH:11]3CC[N:7]([CH2:8][CH2:9][CH2:10]3)[C:6]=2[CH:5]=1)([O-])=O.[C:17](O)(=O)[CH3:18], predict the reaction product.